From a dataset of Reaction yield outcomes from USPTO patents with 853,638 reactions. Predict the reaction yield, written as a fraction of the theoretical maximum amount of product (1.0 means a 100% yield; for example, 0.34 means a 34% yield). The reactants are [O:1]1[C:5]2=[N:6][CH:7]=[CH:8][CH:9]=[C:4]2[CH2:3][C@@:2]21[CH:14]1[CH2:15][CH2:16][N:11]([CH2:12][CH2:13]1)[CH2:10]2.[N+:17]([O-])([OH:19])=[O:18].O.C(=O)([O-])[O-].[K+].[K+]. The catalyst is S(=O)(=O)(O)O. The product is [N+:17]([C:8]1[CH:9]=[C:4]2[CH2:3][C@:2]3([CH:14]4[CH2:13][CH2:12][N:11]([CH2:16][CH2:15]4)[CH2:10]3)[O:1][C:5]2=[N:6][CH:7]=1)([O-:19])=[O:18]. The yield is 0.980.